Dataset: Catalyst prediction with 721,799 reactions and 888 catalyst types from USPTO. Task: Predict which catalyst facilitates the given reaction. (1) Reactant: CC(C)([O-])C.[K+].O.Cl.[OH:9][CH2:10][C:11]1[CH:16]=[CH:15][N:14]=[C:13]([C:17]([NH:19][CH3:20])=[O:18])[CH:12]=1.[NH2:21][C:22]1[C:27]([C:28]#[N:29])=[C:26]([C:30]2[CH:35]=[CH:34][C:33]([F:36])=[CH:32][CH:31]=2)[C:25]([C:37]#[N:38])=[C:24](SC2C=CC=CC=2)[N:23]=1.O. Product: [NH2:21][C:22]1[N:23]=[C:24]([O:9][CH2:10][C:11]2[CH:16]=[CH:15][N:14]=[C:13]([C:17]([NH:19][CH3:20])=[O:18])[CH:12]=2)[C:25]([C:37]#[N:38])=[C:26]([C:30]2[CH:35]=[CH:34][C:33]([F:36])=[CH:32][CH:31]=2)[C:27]=1[C:28]#[N:29]. The catalyst class is: 57. (2) Reactant: I[C:2]1[C:6]2[C:7]([O:11]C)=[N:8][CH:9]=[CH:10][C:5]=2[N:4]([CH:13]([CH2:17][CH3:18])[CH2:14][O:15][CH3:16])[CH:3]=1.[C:19]([CH2:21][C:22]1[CH:27]=[CH:26][C:25](B(O)O)=[CH:24][CH:23]=1)#[N:20].C(=O)([O-])[O-].[K+].[K+]. Product: [CH3:16][O:15][CH2:14][CH:13]([N:4]1[C:5]2[CH:10]=[CH:9][NH:8][C:7](=[O:11])[C:6]=2[C:2]([C:25]2[CH:26]=[CH:27][C:22]([CH2:21][C:19]#[N:20])=[CH:23][CH:24]=2)=[CH:3]1)[CH2:17][CH3:18]. The catalyst class is: 339. (3) Product: [Br:1][C:2]1[CH:3]=[CH:4][C:5]([O:11][CH3:14])=[C:6]([C:8](=[O:10])[CH3:9])[CH:7]=1. Reactant: [Br:1][C:2]1[CH:3]=[CH:4][C:5]([OH:11])=[C:6]([C:8](=[O:10])[CH3:9])[CH:7]=1.CI.[C:14](=O)([O-])[O-].[K+].[K+]. The catalyst class is: 21.